This data is from Full USPTO retrosynthesis dataset with 1.9M reactions from patents (1976-2016). The task is: Predict the reactants needed to synthesize the given product. (1) The reactants are: C(O)(C(F)(F)F)=O.OC(C(F)(F)F)=O.[CH3:15][N:16]([CH3:41])[C:17]([N:19]1[C:27]2[CH:26]=[CH:25][C:24]([C:28]([N:30]3[CH2:35][CH2:34][CH:33]([CH3:36])[CH2:32][CH2:31]3)=[O:29])=[CH:23][C:22]=2[C:21]2[CH2:37][NH:38][CH2:39][CH2:40][C:20]1=2)=[O:18].[C:42]1(=O)[CH2:45][CH2:44][CH2:43]1. Given the product [CH:42]1([N:38]2[CH2:39][CH2:40][C:20]3[N:19]([C:17]([N:16]([CH3:15])[CH3:41])=[O:18])[C:27]4[CH:26]=[CH:25][C:24]([C:28]([N:30]5[CH2:35][CH2:34][CH:33]([CH3:36])[CH2:32][CH2:31]5)=[O:29])=[CH:23][C:22]=4[C:21]=3[CH2:37]2)[CH2:45][CH2:44][CH2:43]1, predict the reactants needed to synthesize it. (2) Given the product [ClH:40].[Cl:40][C:35]1[C:34]([CH3:41])=[N:33][C:32]2[N:37]([N:38]=[C:30]3[CH2:29][N:28]([C:26]([C:20]4[CH:21]=[CH:22][C:23]([F:25])=[CH:24][C:19]=4[O:18][CH2:17][CH2:16][NH:14][CH3:13])=[O:27])[CH2:42][C:31]3=2)[C:36]=1[CH3:39], predict the reactants needed to synthesize it. The reactants are: Cl.O1CCOCC1.C(O[C:13](=O)[N:14]([CH2:16][CH2:17][O:18][C:19]1[CH:24]=[C:23]([F:25])[CH:22]=[CH:21][C:20]=1[C:26]([N:28]1[CH2:42][C:31]2=[C:32]3[N:37]([N:38]=[C:30]2[CH2:29]1)[C:36]([CH3:39])=[C:35]([Cl:40])[C:34]([CH3:41])=[N:33]3)=[O:27])C)(C)(C)C.